From a dataset of NCI-60 drug combinations with 297,098 pairs across 59 cell lines. Regression. Given two drug SMILES strings and cell line genomic features, predict the synergy score measuring deviation from expected non-interaction effect. (1) Drug 1: C#CCC(CC1=CN=C2C(=N1)C(=NC(=N2)N)N)C3=CC=C(C=C3)C(=O)NC(CCC(=O)O)C(=O)O. Drug 2: C(CC(=O)O)C(=O)CN.Cl. Cell line: DU-145. Synergy scores: CSS=37.0, Synergy_ZIP=-9.18, Synergy_Bliss=-7.04, Synergy_Loewe=-14.1, Synergy_HSA=-5.81. (2) Drug 1: CC12CCC3C(C1CCC2=O)CC(=C)C4=CC(=O)C=CC34C. Drug 2: COCCOC1=C(C=C2C(=C1)C(=NC=N2)NC3=CC=CC(=C3)C#C)OCCOC.Cl. Cell line: OVCAR-4. Synergy scores: CSS=16.4, Synergy_ZIP=0.450, Synergy_Bliss=2.19, Synergy_Loewe=2.07, Synergy_HSA=2.33. (3) Drug 1: C1CN1P(=S)(N2CC2)N3CC3. Drug 2: C1CNP(=O)(OC1)N(CCCl)CCCl. Cell line: SK-MEL-5. Synergy scores: CSS=16.3, Synergy_ZIP=-4.49, Synergy_Bliss=0.573, Synergy_Loewe=-14.1, Synergy_HSA=-0.209. (4) Synergy scores: CSS=57.6, Synergy_ZIP=-8.30, Synergy_Bliss=-7.90, Synergy_Loewe=-22.2, Synergy_HSA=-5.22. Cell line: HCT-15. Drug 2: C1=CN(C(=O)N=C1N)C2C(C(C(O2)CO)O)O.Cl. Drug 1: CC1=C2C(C(=O)C3(C(CC4C(C3C(C(C2(C)C)(CC1OC(=O)C(C(C5=CC=CC=C5)NC(=O)OC(C)(C)C)O)O)OC(=O)C6=CC=CC=C6)(CO4)OC(=O)C)OC)C)OC. (5) Drug 1: CN(C)N=NC1=C(NC=N1)C(=O)N. Drug 2: CCC1(CC2CC(C3=C(CCN(C2)C1)C4=CC=CC=C4N3)(C5=C(C=C6C(=C5)C78CCN9C7C(C=CC9)(C(C(C8N6C=O)(C(=O)OC)O)OC(=O)C)CC)OC)C(=O)OC)O.OS(=O)(=O)O. Cell line: OVCAR-4. Synergy scores: CSS=-1.15, Synergy_ZIP=-0.939, Synergy_Bliss=-2.74, Synergy_Loewe=-29.9, Synergy_HSA=-4.10. (6) Drug 1: C1=CC=C(C(=C1)C(C2=CC=C(C=C2)Cl)C(Cl)Cl)Cl. Drug 2: CC1C(C(CC(O1)OC2CC(CC3=C2C(=C4C(=C3O)C(=O)C5=CC=CC=C5C4=O)O)(C(=O)C)O)N)O. Cell line: HOP-62. Synergy scores: CSS=45.3, Synergy_ZIP=-3.51, Synergy_Bliss=-3.07, Synergy_Loewe=-27.9, Synergy_HSA=-0.554. (7) Drug 1: CC1=C(C(CCC1)(C)C)C=CC(=CC=CC(=CC(=O)O)C)C. Drug 2: C(=O)(N)NO. Cell line: MALME-3M. Synergy scores: CSS=7.94, Synergy_ZIP=-4.36, Synergy_Bliss=-3.93, Synergy_Loewe=-6.79, Synergy_HSA=-2.47. (8) Drug 1: CC1OCC2C(O1)C(C(C(O2)OC3C4COC(=O)C4C(C5=CC6=C(C=C35)OCO6)C7=CC(=C(C(=C7)OC)O)OC)O)O. Drug 2: C(=O)(N)NO. Cell line: KM12. Synergy scores: CSS=5.11, Synergy_ZIP=-9.05, Synergy_Bliss=-15.1, Synergy_Loewe=-18.2, Synergy_HSA=-12.8.